This data is from Catalyst prediction with 721,799 reactions and 888 catalyst types from USPTO. The task is: Predict which catalyst facilitates the given reaction. (1) Reactant: [CH2:1]([O:3][C:4](=[O:34])[CH2:5][C@@H:6]([C:10]1[CH:15]=[CH:14][C:13]([O:16][CH2:17][C:18]2[CH:19]=[CH:20][C:21]3[N:22]([N:24]=[C:25]([C:27]4[CH:32]=[CH:31][C:30]([OH:33])=[CH:29][CH:28]=4)[N:26]=3)[CH:23]=2)=[CH:12][CH:11]=1)[C:7]#[C:8][CH3:9])[CH3:2].Br[CH2:36][CH2:37][C:38]([CH3:41])([OH:40])[CH3:39].C(=O)([O-])[O-].[Cs+].[Cs+]. Product: [CH2:1]([O:3][C:4](=[O:34])[CH2:5][C@@H:6]([C:10]1[CH:15]=[CH:14][C:13]([O:16][CH2:17][C:18]2[CH:19]=[CH:20][C:21]3[N:22]([N:24]=[C:25]([C:27]4[CH:28]=[CH:29][C:30]([O:33][CH2:36][CH2:37][C:38]([OH:40])([CH3:41])[CH3:39])=[CH:31][CH:32]=4)[N:26]=3)[CH:23]=2)=[CH:12][CH:11]=1)[C:7]#[C:8][CH3:9])[CH3:2]. The catalyst class is: 10. (2) Reactant: [CH3:1][NH2:2].[C:3]1([C:9]2[N:14]=[CH:13][C:12]([CH2:15][CH2:16][NH:17][C:18]([O:20][CH2:21][C:22]([O:24]CC)=O)=[O:19])=[CH:11][CH:10]=2)[CH:8]=[CH:7][CH:6]=[CH:5][CH:4]=1. Product: [C:3]1([C:9]2[N:14]=[CH:13][C:12]([CH2:15][CH2:16][NH:17][C:18](=[O:19])[O:20][CH2:21][C:22]([NH:2][CH3:1])=[O:24])=[CH:11][CH:10]=2)[CH:4]=[CH:5][CH:6]=[CH:7][CH:8]=1. The catalyst class is: 83.